From a dataset of Catalyst prediction with 721,799 reactions and 888 catalyst types from USPTO. Predict which catalyst facilitates the given reaction. (1) Reactant: [OH:1][C:2]1[C:6]([C:7]([O:9][CH2:10][CH3:11])=[O:8])=[CH:5][NH:4][N:3]=1.C(N(CC)CC)C.[CH3:19][C:20]([O:23][C:24](O[C:24]([O:23][C:20]([CH3:22])([CH3:21])[CH3:19])=[O:25])=[O:25])([CH3:22])[CH3:21]. The catalyst class is: 367. Product: [OH:1][C:2]1[C:6]([C:7]([O:9][CH2:10][CH3:11])=[O:8])=[CH:5][N:4]([C:24]([O:23][C:20]([CH3:22])([CH3:21])[CH3:19])=[O:25])[N:3]=1. (2) Reactant: CC([Si](C)(C)[O:6][CH2:7][C@H:8]1[N:18]2[C:19]3[N:10]([C:11](=[O:21])[CH:12]=[CH:13][C:14]=3[N:15]=[CH:16][C:17]2=[O:20])[CH2:9]1)(C)C. Product: [OH:6][CH2:7][C@H:8]1[N:18]2[C:19]3[N:10]([C:11](=[O:21])[CH:12]=[CH:13][C:14]=3[N:15]=[CH:16][C:17]2=[O:20])[CH2:9]1. The catalyst class is: 5. (3) Reactant: [Cl:1][C:2]1[C:3]2[N:12]([C:13]3[C:18]([F:19])=[CH:17][CH:16]=[CH:15][C:14]=3[F:20])[N:11]=[C:10]([C:21]3[CH:22]=[C:23]([CH2:26][C:27]#[N:28])[S:24][CH:25]=3)[C:4]=2[C:5]([O:8]C)=[N:6][CH:7]=1.[I-].[Na+].Cl[Si](C)(C)C.C(=O)([O-])O.[Na+]. Product: [Cl:1][C:2]1[C:3]2[N:12]([C:13]3[C:18]([F:19])=[CH:17][CH:16]=[CH:15][C:14]=3[F:20])[N:11]=[C:10]([C:21]3[CH:22]=[C:23]([CH2:26][C:27]#[N:28])[S:24][CH:25]=3)[C:4]=2[C:5](=[O:8])[NH:6][CH:7]=1. The catalyst class is: 10. (4) Reactant: [C:1]([O:5][C:6]([N:8]1[CH2:12][CH2:11][CH2:10][C@H:9]1[CH2:13][NH:14][C:15]1[CH:20]=[CH:19][C:18](/[CH:21]=[CH:22]/[C:23]([OH:25])=O)=[CH:17][C:16]=1[O:26][C:27]1[CH:32]=[CH:31][C:30]([O:33][CH3:34])=[CH:29][CH:28]=1)=[O:7])([CH3:4])([CH3:3])[CH3:2].[CH2:35]([NH:37][CH2:38][CH3:39])[CH3:36].Cl.CN(C)CCCN=C=NCC.C1C=CC2N(O)N=NC=2C=1. Product: [C:1]([O:5][C:6]([N:8]1[CH2:12][CH2:11][CH2:10][C@H:9]1[CH2:13][NH:14][C:15]1[CH:20]=[CH:19][C:18]([CH:21]=[CH:22][C:23](=[O:25])[N:37]([CH2:38][CH3:39])[CH2:35][CH3:36])=[CH:17][C:16]=1[O:26][C:27]1[CH:28]=[CH:29][C:30]([O:33][CH3:34])=[CH:31][CH:32]=1)=[O:7])([CH3:4])([CH3:3])[CH3:2]. The catalyst class is: 18. (5) Reactant: [NH2:1][C:2]1[CH:9]=[CH:8][CH:7]=[C:6]([Cl:10])[C:3]=1[CH2:4][OH:5].[C@H:11]1([N:20]=[C:21]=S)[C:19]2[C:14](=[CH:15][CH:16]=[CH:17][CH:18]=2)[CH2:13][CH2:12]1.C1(N=C=NC2CCCCC2)CCCCC1. Product: [Cl:10][C:6]1[C:3]2[CH2:4][O:5][C:21]([NH:20][C@H:11]3[C:19]4[C:14](=[CH:15][CH:16]=[CH:17][CH:18]=4)[CH2:13][CH2:12]3)=[N:1][C:2]=2[CH:9]=[CH:8][CH:7]=1. The catalyst class is: 355.